Predict the reactants needed to synthesize the given product. From a dataset of Full USPTO retrosynthesis dataset with 1.9M reactions from patents (1976-2016). (1) Given the product [CH2:28]([O:35][C:36]([N:38]1[CH:42]([C:43](=[O:62])[NH:44][C:45]2[S:46][CH:47]=[C:48]([C:50]3[CH:51]=[CH:52][C:53]([C:56](=[O:61])[NH:57][CH:58]4[CH2:59][CH2:60]4)=[CH:54][CH:55]=3)[N:49]=2)[CH2:41][S:40][CH:39]1[CH:63]1[CH2:64][CH2:65][CH2:69][N:70]([C:1](=[O:8])[CH3:2])[CH2:68]1)=[O:37])[C:29]1[CH:34]=[CH:33][CH:32]=[CH:31][CH:30]=1, predict the reactants needed to synthesize it. The reactants are: [CH2:1]([O:8]C(N1C(C(O)=O)CS[C@@H]1C1CCCN(C(=O)C)C1)=O)[C:2]1C=CC=CC=1.[CH2:28]([O:35][C:36]([N:38]1[CH:42]([C:43](=[O:62])[NH:44][C:45]2[S:46][CH:47]=[C:48]([C:50]3[CH:55]=[CH:54][C:53]([C:56](=[O:61])[NH:57][CH:58]4[CH2:60][CH2:59]4)=[CH:52][CH:51]=3)[N:49]=2)[CH2:41][S:40][CH:39]1[C:63]1[CH:68]=CC=[C:65]([CH2:69][N:70]2CCOCC2)[CH:64]=1)=[O:37])[C:29]1[CH:34]=[CH:33][CH:32]=[CH:31][CH:30]=1. (2) Given the product [F:28][C:26]([F:27])([F:29])[C:23]([C:21]1[N:20]=[N:19][N:18]([CH2:17][C:13]2[CH:14]=[CH:15][N:16]3[C:11]([CH:12]=2)=[CH:10][C:9]([CH2:31][S:38]([CH3:37])(=[O:40])=[O:39])=[C:8]3[C:5]2[CH:4]=[CH:3][C:2]([F:1])=[CH:7][CH:6]=2)[CH:22]=1)([OH:30])[CH2:24][CH3:25], predict the reactants needed to synthesize it. The reactants are: [F:1][C:2]1[CH:7]=[CH:6][C:5]([C:8]2[N:16]3[C:11]([CH:12]=[C:13]([CH2:17][N:18]4[CH:22]=[C:21]([C:23]([OH:30])([C:26]([F:29])([F:28])[F:27])[CH2:24][CH3:25])[N:20]=[N:19]4)[CH:14]=[CH:15]3)=[CH:10][C:9]=2[CH2:31]OS(C)(=O)=O)=[CH:4][CH:3]=1.[CH3:37][S:38]([O-:40])=[O:39].[Na+]. (3) The reactants are: [Cl:1][C:2]1[CH:12]=[CH:11][C:5]([O:6][CH2:7][C:8]([OH:10])=O)=[C:4]([NH:13][C:14]([NH2:16])=[O:15])[CH:3]=1.[F:17][C:18]1[CH:32]=[CH:31][C:21]([O:22][CH2:23][C@H:24]2[O:29][CH2:28][CH:27]([CH3:30])[NH:26][CH2:25]2)=[CH:20][CH:19]=1.CCN=C=NCCCN(C)C.C1C=CC2N(O)N=NC=2C=1.CCN(C(C)C)C(C)C. Given the product [Cl:1][C:2]1[CH:12]=[CH:11][C:5]([O:6][CH2:7][C:8]([N:26]2[CH:27]([CH3:30])[CH2:28][O:29][C@H:24]([CH2:23][O:22][C:21]3[CH:31]=[CH:32][C:18]([F:17])=[CH:19][CH:20]=3)[CH2:25]2)=[O:10])=[C:4]([NH:13][C:14]([NH2:16])=[O:15])[CH:3]=1, predict the reactants needed to synthesize it. (4) Given the product [Br:1][C:2]1[CH:3]=[C:4]2[C:9](=[CH:10][CH:11]=1)[C:8](=[O:20])[NH:7][CH:6]=[CH:5]2, predict the reactants needed to synthesize it. The reactants are: [Br:1][C:2]1[CH:3]=[C:4]2[C:9](=[CH:10][CH:11]=1)[CH:8]=[N:7][CH:6]=[CH:5]2.ClC1C=CC=C(C(OO)=[O:20])C=1.